From a dataset of Forward reaction prediction with 1.9M reactions from USPTO patents (1976-2016). Predict the product of the given reaction. (1) Given the reactants [CH3:1][C:2]([O:5][C:6]([N:8]([C:28]([O:30][C:31]([CH3:34])([CH3:33])[CH3:32])=[O:29])[C:9]([C:11]1[CH:12]=[C:13](Br)[CH:14]=[C:15]2[C:19]=1[N:18]([C:20]([O:22][C:23]([CH3:26])([CH3:25])[CH3:24])=[O:21])[CH:17]=[CH:16]2)=[O:10])=[O:7])([CH3:4])[CH3:3].[C:35]1(B(O)O)[CH:40]=[CH:39][CH:38]=[CH:37][CH:36]=1.C(=O)([O-])[O-].[K+].[K+], predict the reaction product. The product is: [CH3:1][C:2]([O:5][C:6]([N:8]([C:28]([O:30][C:31]([CH3:34])([CH3:33])[CH3:32])=[O:29])[C:9]([C:11]1[CH:12]=[C:13]([C:35]2[CH:40]=[CH:39][CH:38]=[CH:37][CH:36]=2)[CH:14]=[C:15]2[C:19]=1[N:18]([C:20]([O:22][C:23]([CH3:26])([CH3:25])[CH3:24])=[O:21])[CH:17]=[CH:16]2)=[O:10])=[O:7])([CH3:4])[CH3:3].[CH3:1][C:2]([O:5][C:6]([NH:8][C:9]([C:11]1[CH:12]=[C:13]([C:35]2[CH:40]=[CH:39][CH:38]=[CH:37][CH:36]=2)[CH:14]=[C:15]2[C:19]=1[N:18]([C:20]([O:22][C:23]([CH3:25])([CH3:26])[CH3:24])=[O:21])[CH:17]=[CH:16]2)=[O:10])=[O:7])([CH3:4])[CH3:3]. (2) Given the reactants Br[C:2]1[CH:3]=[C:4]2[C:11]([C:12]([NH:14][CH3:15])=[O:13])=[C:10]([C:16]3[CH:21]=[CH:20][C:19]([F:22])=[CH:18][CH:17]=3)[O:9][C:5]2=[N:6][C:7]=1[Cl:8].B([C:26]1[CH:27]=[C:28]([CH:32]=[C:33]([F:35])[CH:34]=1)[C:29]([OH:31])=[O:30])(O)O.C(=O)([O-])[O-].[Cs+].[Cs+], predict the reaction product. The product is: [Cl:8][C:7]1[N:6]=[C:5]2[O:9][C:10]([C:16]3[CH:21]=[CH:20][C:19]([F:22])=[CH:18][CH:17]=3)=[C:11]([C:12](=[O:13])[NH:14][CH3:15])[C:4]2=[CH:3][C:2]=1[C:26]1[CH:27]=[C:28]([CH:32]=[C:33]([F:35])[CH:34]=1)[C:29]([OH:31])=[O:30]. (3) Given the reactants [NH:1]1[CH:5]=[CH:4][C:3](B(O)O)=[N:2]1.Br[C:10]1[CH:19]=[C:18]2[C:13]([CH2:14][CH:15]([CH3:34])[N:16]([C:20]3[CH:25]=[C:24]([N:26]4[CH2:31][CH2:30][N:29]([CH3:32])[CH2:28][CH2:27]4)[N:23]=[C:22]([NH2:33])[N:21]=3)[CH2:17]2)=[CH:12][CH:11]=1.C(=O)([O-])[O-].[Na+].[Na+].N#N, predict the reaction product. The product is: [CH3:32][N:29]1[CH2:28][CH2:27][N:26]([C:24]2[CH:25]=[C:20]([N:16]3[CH:15]([CH3:34])[CH2:14][C:13]4[C:18](=[CH:19][C:10]([C:3]5[CH:4]=[CH:5][NH:1][N:2]=5)=[CH:11][CH:12]=4)[CH2:17]3)[N:21]=[C:22]([NH2:33])[N:23]=2)[CH2:31][CH2:30]1. (4) Given the reactants Cl.Cl.[N:3]1([C:9]([C@@H:11]2[CH2:16][CH2:15][CH2:14][N:13]([CH:17]3[CH2:22][CH2:21][NH:20][CH2:19][CH2:18]3)[CH2:12]2)=[O:10])[CH2:8][CH2:7][O:6][CH2:5][CH2:4]1.[Br:23][C:24]1[S:28][C:27]([NH:29][C:30]([O:32][C:33]([CH3:36])([CH3:35])[CH3:34])=[O:31])=[C:26]([C:37](O)=[O:38])[CH:25]=1, predict the reaction product. The product is: [Br:23][C:24]1[S:28][C:27]([NH:29][C:30](=[O:31])[O:32][C:33]([CH3:34])([CH3:35])[CH3:36])=[C:26]([C:37]([N:20]2[CH2:21][CH2:22][CH:17]([N:13]3[CH2:14][CH2:15][CH2:16][C@@H:11]([C:9]([N:3]4[CH2:8][CH2:7][O:6][CH2:5][CH2:4]4)=[O:10])[CH2:12]3)[CH2:18][CH2:19]2)=[O:38])[CH:25]=1. (5) Given the reactants [CH2:1](/[C:3](/[C:7]1[CH:8]=[C:9]([OH:13])[CH:10]=[CH:11][CH:12]=1)=[CH:4]\[C:5]#[CH:6])[CH3:2].[H-].[Na+].[C:16]([O:24][CH2:25][C:26]1[CH:31]=[C:30]([CH2:32]Br)[CH:29]=[CH:28][C:27]=1[CH2:34][O:35][C:36](=[O:43])[C:37]1[CH:42]=[CH:41][CH:40]=[CH:39][CH:38]=1)(=[O:23])[C:17]1[CH:22]=[CH:21][CH:20]=[CH:19][CH:18]=1, predict the reaction product. The product is: [C:16]([O:24][CH2:25][C:26]1[CH:31]=[C:30]([CH2:32][O:13][C:9]2[CH:10]=[CH:11][CH:12]=[C:7](/[C:3](/[CH2:1][CH3:2])=[CH:4]/[C:5]#[CH:6])[CH:8]=2)[CH:29]=[CH:28][C:27]=1[CH2:34][O:35][C:36](=[O:43])[C:37]1[CH:38]=[CH:39][CH:40]=[CH:41][CH:42]=1)(=[O:23])[C:17]1[CH:18]=[CH:19][CH:20]=[CH:21][CH:22]=1. (6) Given the reactants [NH:1]1[CH2:6][CH2:5][O:4][CH2:3][CH2:2]1.C([O-])([O-])=O.[K+].[K+].Br[CH2:14][C:15]([C:17]1[CH:22]=[CH:21][C:20]([Br:23])=[CH:19][CH:18]=1)=[O:16], predict the reaction product. The product is: [Br:23][C:20]1[CH:21]=[CH:22][C:17]([C:15](=[O:16])[CH2:14][N:1]2[CH2:6][CH2:5][O:4][CH2:3][CH2:2]2)=[CH:18][CH:19]=1. (7) Given the reactants [NH2:1][C:2]1[N:6]([C:7]2[C:12]([Cl:13])=[CH:11][C:10]([C:14]([F:17])([F:16])[F:15])=[CH:9][C:8]=2[Cl:18])[N:5]=[C:4]([C:19]#[N:20])[C:3]=1[S:21][C:22]([F:25])([F:24])[F:23].OO.[OH:28]S(O)(=O)=O, predict the reaction product. The product is: [CH:11]1[C:10]([C:14]([F:15])([F:16])[F:17])=[CH:9][C:8]([Cl:18])=[C:7]([N:6]2[N:5]=[C:4]([C:19]#[N:20])[C:3]([S+:21]([O-:28])[C:22]([F:25])([F:24])[F:23])=[C:2]2[NH2:1])[C:12]=1[Cl:13]. (8) Given the reactants Cl[C:2]1[CH:9]=[C:8]([O:10][CH3:11])[C:7]([N+:12]([O-:14])=[O:13])=[CH:6][C:3]=1[C:4]#[N:5].C(O)(=O)C(O)=O.[CH2:21]([NH:23][NH2:24])[CH3:22].C([O-])([O-])=O.[K+].[K+], predict the reaction product. The product is: [CH2:21]([N:23]1[C:2]2[C:3](=[CH:6][C:7]([N+:12]([O-:14])=[O:13])=[C:8]([O:10][CH3:11])[CH:9]=2)[C:4]([NH2:5])=[N:24]1)[CH3:22]. (9) Given the reactants [Br:1][C:2]1[CH:7]=[CH:6][C:5]([CH2:8][CH2:9][CH2:10][NH:11][CH2:12][C@@H:13]([C:15]2[CH:16]=[N:17][CH:18]=[CH:19][CH:20]=2)[OH:14])=[CH:4][CH:3]=1.[C:21](O[C:21]([O:23][C:24]([CH3:27])([CH3:26])[CH3:25])=[O:22])([O:23][C:24]([CH3:27])([CH3:26])[CH3:25])=[O:22], predict the reaction product. The product is: [Br:1][C:2]1[CH:3]=[CH:4][C:5]([CH2:8][CH2:9][CH2:10][N:11]([CH2:12][C@H:13]([OH:14])[C:15]2[CH:16]=[N:17][CH:18]=[CH:19][CH:20]=2)[C:21](=[O:22])[O:23][C:24]([CH3:27])([CH3:26])[CH3:25])=[CH:6][CH:7]=1.